Predict the product of the given reaction. From a dataset of Forward reaction prediction with 1.9M reactions from USPTO patents (1976-2016). (1) Given the reactants [CH3:1][N:2]([C:16]([C:18]1[CH:23]=[CH:22][CH:21]=[CH:20][CH:19]=1)=[O:17])[CH:3]1[CH2:8][CH2:7][N:6](C(OC(C)(C)C)=O)[CH2:5][CH2:4]1.C(O)(C(F)(F)F)=O, predict the reaction product. The product is: [CH3:1][N:2]([CH:3]1[CH2:8][CH2:7][NH:6][CH2:5][CH2:4]1)[C:16](=[O:17])[C:18]1[CH:23]=[CH:22][CH:21]=[CH:20][CH:19]=1. (2) Given the reactants Br[CH2:2][CH2:3][N:4]1[C:8](=[O:9])[C:7]2=[CH:10][CH:11]=[CH:12][CH:13]=[C:6]2[C:5]1=[O:14].C(=O)([O-])[O-].[K+].[K+].[CH:21]1([N:27]2[CH2:32][CH2:31][NH:30][CH2:29][CH2:28]2)[CH2:26][CH2:25][CH2:24][CH2:23][CH2:22]1, predict the reaction product. The product is: [CH:21]1([N:27]2[CH2:32][CH2:31][N:30]([CH2:2][CH2:3][N:4]3[C:8](=[O:9])[C:7]4[C:6](=[CH:13][CH:12]=[CH:11][CH:10]=4)[C:5]3=[O:14])[CH2:29][CH2:28]2)[CH2:26][CH2:25][CH2:24][CH2:23][CH2:22]1. (3) Given the reactants [C:1]([N:4]1[CH2:9][CH2:8][N:7]([C:10]2[CH:51]=[CH:50][C:13]([O:14][CH2:15][C:16]3[C:20]([C:21]4[CH:22]=[CH:23][CH:24]=[C:25]5[C:29]=4[NH:28][C:27]([C:30]([O:32][CH2:33][CH3:34])=[O:31])=[C:26]5[CH2:35][CH2:36][CH2:37][O:38][C:39]4[CH:44]=[C:43]([CH3:45])[C:42]([Cl:46])=[C:41]([CH3:47])[CH:40]=4)=[C:19]([CH3:48])[N:18]([CH3:49])[N:17]=3)=[CH:12][CH:11]=2)[CH2:6][CH2:5]1)(=[O:3])[CH3:2].[H-].[Na+].Cl.Cl[CH2:56][C:57]1[CH:58]=[N:59][CH:60]=[CH:61][CH:62]=1, predict the reaction product. The product is: [C:1]([N:4]1[CH2:9][CH2:8][N:7]([C:10]2[CH:11]=[CH:12][C:13]([O:14][CH2:15][C:16]3[C:20]([C:21]4[CH:22]=[CH:23][CH:24]=[C:25]5[C:29]=4[N:28]([CH2:56][C:57]4[CH:58]=[N:59][CH:60]=[CH:61][CH:62]=4)[C:27]([C:30]([O:32][CH2:33][CH3:34])=[O:31])=[C:26]5[CH2:35][CH2:36][CH2:37][O:38][C:39]4[CH:40]=[C:41]([CH3:47])[C:42]([Cl:46])=[C:43]([CH3:45])[CH:44]=4)=[C:19]([CH3:48])[N:18]([CH3:49])[N:17]=3)=[CH:50][CH:51]=2)[CH2:6][CH2:5]1)(=[O:3])[CH3:2]. (4) Given the reactants Br[C:2]1[CH:3]=[C:4]2[C:9](=[CH:10][CH:11]=1)[N:8]=[C:7]([CH3:12])[N:6]([C:13]1[CH:18]=[CH:17][C:16]([O:19][CH2:20][CH2:21][CH2:22][N:23]3[CH2:27][CH2:26][CH2:25][CH2:24]3)=[CH:15][C:14]=1[O:28][CH2:29][CH2:30][F:31])[C:5]2=[O:32].C(N(CC)CC)C.[C]=O.[C:42]([O:45][CH2:46][CH3:47])(=[O:44])C, predict the reaction product. The product is: [CH2:46]([O:45][C:42]([C:2]1[CH:3]=[C:4]2[C:9](=[CH:10][CH:11]=1)[N:8]=[C:7]([CH3:12])[N:6]([C:13]1[CH:18]=[CH:17][C:16]([O:19][CH2:20][CH2:21][CH2:22][N:23]3[CH2:27][CH2:26][CH2:25][CH2:24]3)=[CH:15][C:14]=1[O:28][CH2:29][CH2:30][F:31])[C:5]2=[O:32])=[O:44])[CH3:47]. (5) Given the reactants [NH2:1][C:2]1[CH:3]=[C:4]([NH:9]C(=O)C)[CH:5]=[CH:6][C:7]=1[CH3:8].[Cl:13][C:14]1[N:19]=[CH:18][CH:17]=[CH:16][N:15]=1.O, predict the reaction product. The product is: [ClH:13].[CH3:8][C:7]1[C:2]([NH:1][C:14]2[N:19]=[CH:18][CH:17]=[CH:16][N:15]=2)=[CH:3][C:4]([NH2:9])=[CH:5][CH:6]=1. (6) Given the reactants [CH2:1]([C:8]1[CH:9]=[C:10]([CH2:19][N:20]2[CH2:25][CH2:24][O:23][CH2:22][CH2:21]2)[C:11]([O:17][CH3:18])=[C:12]([C:14](=[O:16])[CH3:15])[CH:13]=1)[C:2]1[CH:7]=[CH:6][CH:5]=[CH:4][CH:3]=1.[CH3:26][C:27]1[CH:32]=[CH:31][N:30]=[C:29]([C:33](OC)=[O:34])[CH:28]=1.[O-]CC.[Na+], predict the reaction product. The product is: [CH2:1]([C:8]1[CH:9]=[C:10]([CH2:19][N:20]2[CH2:21][CH2:22][O:23][CH2:24][CH2:25]2)[C:11]([O:17][CH3:18])=[C:12]([C:14](=[O:16])[CH2:15][C:33]([C:29]2[CH:28]=[C:27]([CH3:26])[CH:32]=[CH:31][N:30]=2)=[O:34])[CH:13]=1)[C:2]1[CH:3]=[CH:4][CH:5]=[CH:6][CH:7]=1. (7) Given the reactants [Br:1][C:2]1[CH:11]=[C:10]2[C:5]([N:6]=[CH:7][C:8](Cl)=[N:9]2)=[CH:4][CH:3]=1.C[C:14]([N:17]([CH2:21]CN1CCNCC1)[C:18](=O)[O-])([CH3:16])[CH3:15].O.[CH3:30][N:31](C)[CH:32]=O, predict the reaction product. The product is: [Br:1][C:2]1[CH:11]=[C:10]2[C:5]([N:6]=[CH:7][C:8]([N:31]3[CH2:32][CH2:15][CH:14]([N:17]([CH3:18])[CH3:21])[CH2:16][CH2:30]3)=[N:9]2)=[CH:4][CH:3]=1. (8) The product is: [OH:12][C:5]1[C:6]2[C:11](=[CH:10][CH:9]=[CH:8][CH:7]=2)[C@@:2]([NH:1][S:42]([CH2:41][CH2:40][N:53]2[CH2:58][CH2:57][O:56][CH2:55][CH2:54]2)(=[O:44])=[O:43])([CH2:34][CH2:35][CH:36]([CH3:37])[CH3:38])[C:3](=[O:33])[C:4]=1[C:13]1[NH:18][C:17]2[CH:19]=[CH:20][C:21]([NH:23][S:66]([CH3:65])(=[O:68])=[O:67])=[CH:22][C:16]=2[S:15](=[O:32])(=[O:31])[N:14]=1. Given the reactants [NH2:1][C@@:2]1([CH2:34][CH2:35][CH:36]([CH3:38])[CH3:37])[C:11]2[C:6](=[CH:7][CH:8]=[CH:9][CH:10]=2)[C:5]([OH:12])=[C:4]([C:13]2[NH:18][C:17]3[CH:19]=[CH:20][C:21]([NH:23]C(=O)OC(C)(C)C)=[CH:22][C:16]=3[S:15](=[O:32])(=[O:31])[N:14]=2)[C:3]1=[O:33].Cl[CH2:40][CH2:41][S:42](Cl)(=[O:44])=[O:43].C(N(CC)CC)C.[NH:53]1[CH2:58][CH2:57][O:56][CH2:55][CH2:54]1.N1C=CC=CC=1.[CH3:65][S:66](Cl)(=[O:68])=[O:67], predict the reaction product. (9) Given the reactants [Br:1][C:2]1[CH:3]=[C:4]([C:7]([N:9]([CH2:21][C:22]#[C:23][C:24]2[CH:25]=[C:26]([CH:32]=[CH:33][CH:34]=2)[C:27]([O:29][CH2:30][CH3:31])=[O:28])[CH2:10][C:11]2[CH:16]=[CH:15][C:14]([O:17][CH3:18])=[CH:13][C:12]=2[O:19][CH3:20])=[O:8])[NH:5][CH:6]=1.C([O-])(=O)C.[Na+], predict the reaction product. The product is: [Br:1][C:2]1[CH:3]=[C:4]2[C:7](=[O:8])[N:9]([CH2:10][C:11]3[CH:16]=[CH:15][C:14]([O:17][CH3:18])=[CH:13][C:12]=3[O:19][CH3:20])[CH:21]=[C:22]([CH2:23][C:24]3[CH:25]=[C:26]([CH:32]=[CH:33][CH:34]=3)[C:27]([O:29][CH2:30][CH3:31])=[O:28])[N:5]2[CH:6]=1.